This data is from Reaction yield outcomes from USPTO patents with 853,638 reactions. The task is: Predict the reaction yield, written as a fraction of the theoretical maximum amount of product (1.0 means a 100% yield; for example, 0.34 means a 34% yield). (1) The catalyst is C(Cl)Cl. The yield is 0.890. The product is [CH2:31]([S:32]([NH:1][C:2]1[C:3](=[O:17])[N:4]([CH2:9][C:10]([O:12][C:13]([CH3:16])([CH3:15])[CH3:14])=[O:11])[C:5]([CH3:8])=[CH:6][CH:7]=1)(=[O:34])=[O:33])[C:25]1[CH:30]=[CH:29][CH:28]=[CH:27][CH:26]=1. The reactants are [NH2:1][C:2]1[C:3](=[O:17])[N:4]([CH2:9][C:10]([O:12][C:13]([CH3:16])([CH3:15])[CH3:14])=[O:11])[C:5]([CH3:8])=[CH:6][CH:7]=1.CN1CCOCC1.[C:25]1([CH2:31][S:32](Cl)(=[O:34])=[O:33])[CH:30]=[CH:29][CH:28]=[CH:27][CH:26]=1. (2) The reactants are C([O:4][C@@H:5]1[C@@H:10]([O:11]C(=O)C)[C@@H:9]([O:15]C(=O)C)[C@@H:8]([CH2:19][O:20]C(=O)C)[O:7][C@@H:6]1[CH2:24][CH2:25][P:26](=[O:29])([O-:28])[O-:27])(=O)C.[CH2:30]([NH+:32]([CH2:35][CH3:36])[CH2:33][CH3:34])[CH3:31].[CH2:37]([NH+:39]([CH2:42][CH3:43])[CH2:40][CH3:41])[CH3:38]. The catalyst is O.CO.CCN(CC)CC. The product is [C@H:6]1([CH2:24][CH2:25][P:26](=[O:27])([O-:29])[O-:28])[O:7][C@H:8]([CH2:19][OH:20])[C@H:9]([OH:15])[C@H:10]([OH:11])[C@H:5]1[OH:4].[CH2:30]([NH+:32]([CH2:35][CH3:36])[CH2:33][CH3:34])[CH3:31].[CH2:37]([NH+:39]([CH2:42][CH3:43])[CH2:40][CH3:41])[CH3:38]. The yield is 0.990. (3) The reactants are C([O:8][N:9]1[C:15](=[O:16])[N:14]2[CH2:17][C@H:10]1[CH2:11][CH2:12][C@H:13]2[C:18]1[O:19][CH:20]=[N:21][N:22]=1)C1C=CC=CC=1. The catalyst is C1COCC1.[Pd]. The product is [OH:8][N:9]1[C:15](=[O:16])[N:14]2[CH2:17][C@H:10]1[CH2:11][CH2:12][C@H:13]2[C:18]1[O:19][CH:20]=[N:21][N:22]=1. The yield is 0.910.